From a dataset of Forward reaction prediction with 1.9M reactions from USPTO patents (1976-2016). Predict the product of the given reaction. (1) Given the reactants [C:1]([O:5][C:6](=[O:22])[NH:7][C:8]1[CH:13]=[C:12]([N:14]([CH3:16])[CH3:15])[C:11]([C:17]([F:20])([F:19])[F:18])=[CH:10][C:9]=1[NH2:21])([CH3:4])([CH3:3])[CH3:2].C([O:27][C:28](=O)[CH2:29][C:30]([C:32]1[CH:37]=[CH:36][CH:35]=[C:34]([C:38]2[CH:43]=[CH:42][CH:41]=[C:40]([CH3:44])[N:39]=2)[CH:33]=1)=[O:31])(C)(C)C, predict the reaction product. The product is: [C:1]([O:5][C:6](=[O:22])[NH:7][C:8]1[CH:13]=[C:12]([N:14]([CH3:16])[CH3:15])[C:11]([C:17]([F:20])([F:19])[F:18])=[CH:10][C:9]=1[NH:21][C:28](=[O:27])[CH2:29][C:30]([C:32]1[CH:37]=[CH:36][CH:35]=[C:34]([C:38]2[CH:43]=[CH:42][CH:41]=[C:40]([CH3:44])[N:39]=2)[CH:33]=1)=[O:31])([CH3:4])([CH3:2])[CH3:3]. (2) Given the reactants [Cl:1][C:2]1[C:3]([F:31])=[C:4]([CH:8]2[C:12]([C:15]3[CH:20]=[CH:19][C:18]([Cl:21])=[CH:17][C:16]=3[F:22])([C:13]#[N:14])[CH:11]([CH2:23][C:24]([CH3:27])([CH3:26])[CH3:25])[NH:10][CH:9]2[C:28]([OH:30])=O)[CH:5]=[CH:6][CH:7]=1.Cl.[CH3:33][O:34][C:35]([CH:37]1[CH2:40][NH:39][CH2:38]1)=[O:36].CN(C(ON1N=NC2C=CC=NC1=2)=[N+](C)C)C.F[P-](F)(F)(F)(F)F.CCN(C(C)C)C(C)C, predict the reaction product. The product is: [CH3:33][O:34][C:35]([CH:37]1[CH2:40][N:39]([C:28]([C@H:9]2[C@H:8]([C:4]3[CH:5]=[CH:6][CH:7]=[C:2]([Cl:1])[C:3]=3[F:31])[C@:12]([C:15]3[CH:20]=[CH:19][C:18]([Cl:21])=[CH:17][C:16]=3[F:22])([C:13]#[N:14])[C@H:11]([CH2:23][C:24]([CH3:27])([CH3:26])[CH3:25])[NH:10]2)=[O:30])[CH2:38]1)=[O:36]. (3) Given the reactants [OH-].[Na+].[F:3][C:4]1[CH:13]=[C:12]2[C:7]([CH:8]=[C:9]([N:20]3[CH2:25][CH2:24][N:23]([CH3:26])[CH2:22][CH2:21]3)[N:10]=[C:11]2[CH2:14][C:15]([O:17]CC)=O)=[CH:6][CH:5]=1.Cl.F[P-](F)(F)(F)(F)F.C[N:36](C(=[N+](C)C)ON1C2=NC=CC=C2N=N1)C.N, predict the reaction product. The product is: [F:3][C:4]1[CH:13]=[C:12]2[C:7]([CH:8]=[C:9]([N:20]3[CH2:25][CH2:24][N:23]([CH3:26])[CH2:22][CH2:21]3)[N:10]=[C:11]2[CH2:14][C:15]([NH2:36])=[O:17])=[CH:6][CH:5]=1. (4) The product is: [CH3:1][O:2][C:3]([C:5]1[O:6][C:7]([NH2:10])=[CH:8][CH:9]=1)=[O:4]. Given the reactants [CH3:1][O:2][C:3]([C:5]1[O:6][C:7]([N+:10]([O-])=O)=[CH:8][CH:9]=1)=[O:4], predict the reaction product. (5) The product is: [CH3:31][N:29]1[CH:30]=[C:26]([C:23]2[CH:24]=[CH:25][C:20]([NH:1][C:2]3[S:6][C:5]([C:7]([O:9][CH3:10])=[O:8])=[C:4]([O:11][CH2:12][C:13]4[CH:18]=[CH:17][CH:16]=[CH:15][CH:14]=4)[CH:3]=3)=[C:21]([N+:32]([O-:34])=[O:33])[CH:22]=2)[CH:27]=[N:28]1. Given the reactants [NH2:1][C:2]1[S:6][C:5]([C:7]([O:9][CH3:10])=[O:8])=[C:4]([O:11][CH2:12][C:13]2[CH:18]=[CH:17][CH:16]=[CH:15][CH:14]=2)[CH:3]=1.I[C:20]1[CH:25]=[CH:24][C:23]([C:26]2[CH:27]=[N:28][N:29]([CH3:31])[CH:30]=2)=[CH:22][C:21]=1[N+:32]([O-:34])=[O:33].C(=O)([O-])[O-].[Cs+].[Cs+].CC1(C)C2C(=C(P(C3C=CC=CC=3)C3C=CC=CC=3)C=CC=2)OC2C(P(C3C=CC=CC=3)C3C=CC=CC=3)=CC=CC1=2, predict the reaction product. (6) Given the reactants NCCNC(=O)[CH2:6][CH2:7][C:8]1[CH:13]=[CH:12][C:11]([O:14][CH2:15][C@@H:16]([OH:22])[CH2:17][NH:18][CH:19]([CH3:21])[CH3:20])=[CH:10][CH:9]=1.[Cl:24][C:25]1[CH:26]=[C:27]([C:49]2[CH2:50][CH2:51][C:52](=[O:55])[NH:53][N:54]=2)[CH:28]=[CH:29][C:30]=1[O:31][CH2:32][CH2:33][CH2:34][O:35]CCC1C=CC(OC[C@@H]2CO2)=CC=1.C(OC(=O)NCCNC(=O)CC1C=CC(OC[C@@H]2CO2)=CC=1)(C)(C)C, predict the reaction product. The product is: [Cl:24][C:25]1[CH:26]=[C:27]([C:49]2[CH2:50][CH2:51][C:52](=[O:55])[NH:53][N:54]=2)[CH:28]=[CH:29][C:30]=1[O:31][CH2:32][CH2:33][CH2:34][O:35][CH2:6][CH2:7][C:8]1[CH:9]=[CH:10][C:11]([O:14][CH2:15][C@@H:16]([OH:22])[CH2:17][NH:18][CH:19]([CH3:20])[CH3:21])=[CH:12][CH:13]=1.